Dataset: Forward reaction prediction with 1.9M reactions from USPTO patents (1976-2016). Task: Predict the product of the given reaction. Given the reactants O=[C:2]([NH:29][C:30]1[CH:35]=[CH:34][CH:33]=[CH:32][N:31]=1)[CH2:3][C:4]1[CH:9]=[CH:8][C:7]([NH:10][C:11]([C:13]2[C:14]([C:19]3[CH:24]=[CH:23][C:22]([C:25]([F:28])([F:27])[F:26])=[CH:21][CH:20]=3)=[CH:15][CH:16]=[CH:17][CH:18]=2)=[O:12])=[CH:6][CH:5]=1.[Li].[H-].[Al+3].[H-].[H-].C(OCC)(=O)C, predict the reaction product. The product is: [N:31]1[CH:32]=[CH:33][CH:34]=[CH:35][C:30]=1[NH:29][CH2:2][CH2:3][C:4]1[CH:5]=[CH:6][C:7]([NH:10][C:11]([C:13]2[C:14]([C:19]3[CH:20]=[CH:21][C:22]([C:25]([F:26])([F:27])[F:28])=[CH:23][CH:24]=3)=[CH:15][CH:16]=[CH:17][CH:18]=2)=[O:12])=[CH:8][CH:9]=1.